From a dataset of Forward reaction prediction with 1.9M reactions from USPTO patents (1976-2016). Predict the product of the given reaction. Given the reactants [Cl:1][C:2]1[CH:7]=[CH:6][C:5]([OH:8])=[CH:4][C:3]=1[NH:9][C:10]1[C:15]([C:16]#[N:17])=[CH:14][N:13]=[CH:12][C:11]=1I.CC1(C)C(C)(C)OB([C:27]2[S:31][C:30]3[CH:32]=[CH:33][C:34]([CH:36]=[O:37])=[CH:35][C:29]=3[CH:28]=2)O1, predict the reaction product. The product is: [Cl:1][C:2]1[CH:7]=[CH:6][C:5]([OH:8])=[CH:4][C:3]=1[NH:9][C:10]1[C:15]([C:16]#[N:17])=[CH:14][N:13]=[CH:12][C:11]=1[C:27]1[S:31][C:30]2[CH:32]=[CH:33][C:34]([CH:36]=[O:37])=[CH:35][C:29]=2[CH:28]=1.